This data is from Catalyst prediction with 721,799 reactions and 888 catalyst types from USPTO. The task is: Predict which catalyst facilitates the given reaction. (1) Reactant: Cl[C:2]1[N:7]=[N:6][C:5]([C:8]([NH2:10])=[O:9])=[C:4]([NH:11][C:12]2[CH:17]=[CH:16][C:15]([S:18]([CH3:21])(=[O:20])=[O:19])=[CH:14][N:13]=2)[CH:3]=1.[C@@H:22]1([NH2:29])[CH2:27][CH2:26][CH2:25][CH2:24][C@@H:23]1[NH2:28].CN1CCCC1=O. Product: [NH2:28][C@H:23]1[CH2:24][CH2:25][CH2:26][CH2:27][C@H:22]1[NH:29][C:2]1[N:7]=[N:6][C:5]([C:8]([NH2:10])=[O:9])=[C:4]([NH:11][C:12]2[CH:17]=[CH:16][C:15]([S:18]([CH3:21])(=[O:20])=[O:19])=[CH:14][N:13]=2)[CH:3]=1. The catalyst class is: 5. (2) Reactant: [H-].[Na+].[NH:3]1[CH:7]=[CH:6][N:5]=[CH:4]1.F[C:9]1[CH:14]=[CH:13][CH:12]=[C:11]([N+:15]([O-:17])=[O:16])[CH:10]=1. Product: [N+:15]([C:11]1[CH:10]=[C:9]([N:3]2[CH:7]=[CH:6][N:5]=[CH:4]2)[CH:14]=[CH:13][CH:12]=1)([O-:17])=[O:16]. The catalyst class is: 35. (3) Reactant: [C:1]1([OH:7])[CH:6]=[CH:5][CH:4]=[CH:3][CH:2]=1.Cl[S:9]([N:12]=C=O)(=[O:11])=[O:10].O. Product: [S:9](=[O:11])(=[O:10])([O:7][C:1]1[CH:6]=[CH:5][CH:4]=[CH:3][CH:2]=1)[NH2:12]. The catalyst class is: 194. (4) Reactant: [OH:1][C:2]1(/[CH:15]=[CH:16]/[CH2:17][C:18]([F:21])([F:20])[F:19])[CH2:7][CH2:6][N:5](C(OC(C)(C)C)=O)[CH2:4][CH2:3]1. Product: [F:21][C:18]([F:19])([F:20])[CH2:17]/[CH:16]=[CH:15]/[C:2]1([OH:1])[CH2:3][CH2:4][NH:5][CH2:6][CH2:7]1. The catalyst class is: 89. (5) Reactant: [CH3:1][O:2][C:3]([C@H:5]1[CH2:10][CH2:9][C@H:8]([C:11](O)=[O:12])[CH2:7][CH2:6]1)=[O:4].CCN(CC)CC.ClC(OC)=O.[BH4-].[Na+]. Product: [OH:12][CH2:11][C@H:8]1[CH2:7][CH2:6][C@H:5]([C:3]([O:2][CH3:1])=[O:4])[CH2:10][CH2:9]1. The catalyst class is: 20.